This data is from NCI-60 drug combinations with 297,098 pairs across 59 cell lines. The task is: Regression. Given two drug SMILES strings and cell line genomic features, predict the synergy score measuring deviation from expected non-interaction effect. (1) Drug 1: CS(=O)(=O)CCNCC1=CC=C(O1)C2=CC3=C(C=C2)N=CN=C3NC4=CC(=C(C=C4)OCC5=CC(=CC=C5)F)Cl. Drug 2: B(C(CC(C)C)NC(=O)C(CC1=CC=CC=C1)NC(=O)C2=NC=CN=C2)(O)O. Cell line: ACHN. Synergy scores: CSS=48.7, Synergy_ZIP=-0.676, Synergy_Bliss=-4.46, Synergy_Loewe=-33.6, Synergy_HSA=-11.5. (2) Drug 1: C1CNP(=O)(OC1)N(CCCl)CCCl. Drug 2: C1C(C(OC1N2C=NC(=NC2=O)N)CO)O. Cell line: HOP-62. Synergy scores: CSS=7.83, Synergy_ZIP=5.30, Synergy_Bliss=7.34, Synergy_Loewe=3.92, Synergy_HSA=4.94.